Dataset: Forward reaction prediction with 1.9M reactions from USPTO patents (1976-2016). Task: Predict the product of the given reaction. (1) Given the reactants Cl.[OH:2][C:3]1[CH:8]=[CH:7][CH:6]=[CH:5][C:4]=1[CH:9]1[N:13]([C:14]([C:16]2[S:20][C:19]([C:21]3[CH:35]=[CH:34][CH:33]=[CH:32][C:22]=3[CH2:23][NH:24]C(=O)OC(C)(C)C)=[CH:18][CH:17]=2)=[O:15])[N:12]=[C:11]([C:36]2[CH:41]=[N:40][CH:39]=[CH:38][N:37]=2)[CH2:10]1, predict the reaction product. The product is: [NH2:24][CH2:23][C:22]1[CH:32]=[CH:33][CH:34]=[CH:35][C:21]=1[C:19]1[S:20][C:16]([C:14]([N:13]2[CH:9]([C:4]3[CH:5]=[CH:6][CH:7]=[CH:8][C:3]=3[OH:2])[CH2:10][C:11]([C:36]3[CH:41]=[N:40][CH:39]=[CH:38][N:37]=3)=[N:12]2)=[O:15])=[CH:17][CH:18]=1. (2) Given the reactants [Cl:1][C:2]1[CH:3]=[C:4]([CH:6]=[C:7]([Cl:9])[CH:8]=1)[NH2:5].[CH2:10]([C:12](=O)[C:13]([O-:15])=[O:14])[CH3:11].[CH3:17][C:18]1[CH:19]=[C:20]([CH:23]=[CH:24][CH:25]=1)C=C.FC(F)(F)C(O)=O.[OH-].[Na+], predict the reaction product. The product is: [Cl:1][C:2]1[CH:8]=[C:7]([Cl:9])[CH:6]=[C:4]2[C:3]=1[CH:11]([C:24]1[CH:25]=[C:18]([CH3:17])[CH:19]=[CH:20][CH:23]=1)[CH2:10][CH:12]([C:13]([OH:15])=[O:14])[NH:5]2.